Task: Regression. Given two drug SMILES strings and cell line genomic features, predict the synergy score measuring deviation from expected non-interaction effect.. Dataset: NCI-60 drug combinations with 297,098 pairs across 59 cell lines (1) Drug 1: CN1CCC(CC1)COC2=C(C=C3C(=C2)N=CN=C3NC4=C(C=C(C=C4)Br)F)OC. Drug 2: CC1C(C(=O)NC(C(=O)N2CCCC2C(=O)N(CC(=O)N(C(C(=O)O1)C(C)C)C)C)C(C)C)NC(=O)C3=C4C(=C(C=C3)C)OC5=C(C(=O)C(=C(C5=N4)C(=O)NC6C(OC(=O)C(N(C(=O)CN(C(=O)C7CCCN7C(=O)C(NC6=O)C(C)C)C)C)C(C)C)C)N)C. Cell line: OVCAR-4. Synergy scores: CSS=7.44, Synergy_ZIP=2.04, Synergy_Bliss=4.34, Synergy_Loewe=4.40, Synergy_HSA=3.87. (2) Drug 1: CC1=C2C(C(=O)C3(C(CC4C(C3C(C(C2(C)C)(CC1OC(=O)C(C(C5=CC=CC=C5)NC(=O)OC(C)(C)C)O)O)OC(=O)C6=CC=CC=C6)(CO4)OC(=O)C)O)C)O. Drug 2: C1=NC2=C(N1)C(=S)N=CN2. Cell line: SW-620. Synergy scores: CSS=72.5, Synergy_ZIP=7.27, Synergy_Bliss=8.97, Synergy_Loewe=-10.2, Synergy_HSA=5.42.